Dataset: Full USPTO retrosynthesis dataset with 1.9M reactions from patents (1976-2016). Task: Predict the reactants needed to synthesize the given product. (1) The reactants are: [CH3:1][NH:2][CH3:3].C1COCC1.[F:9][C:10]1[CH:15]=[CH:14][C:13]([C:16]2[O:17][C:18]3[CH:28]=[CH:27][C:26]([C:29]4[CH:30]=[C:31]([CH:41]=[CH:42][CH:43]=4)[C:32]([NH:34][C:35]([CH3:40])([CH3:39])[C:36](O)=[O:37])=[O:33])=[CH:25][C:19]=3[C:20]=2[C:21](=[O:24])[NH:22][CH3:23])=[CH:12][CH:11]=1.CN(C(ON1N=NC2C=CC=NC1=2)=[N+](C)C)C.F[P-](F)(F)(F)(F)F.CCN(C(C)C)C(C)C. Given the product [CH3:1][N:2]([CH3:3])[C:36](=[O:37])[C:35]([NH:34][C:32]([C:31]1[CH:30]=[C:29]([C:26]2[CH:27]=[CH:28][C:18]3[O:17][C:16]([C:13]4[CH:12]=[CH:11][C:10]([F:9])=[CH:15][CH:14]=4)=[C:20]([C:21]([NH:22][CH3:23])=[O:24])[C:19]=3[CH:25]=2)[CH:43]=[CH:42][CH:41]=1)=[O:33])([CH3:39])[CH3:40], predict the reactants needed to synthesize it. (2) Given the product [C:1]([O:5][C:6](=[O:23])[NH:7][CH:8]1[CH2:13][C@@H:12]([C:14]2[CH:19]=[CH:18][CH:17]=[CH:16][C:15]=2[CH3:20])[C@@H:11]([CH3:21])[N:10]([CH2:43][C:39]([F:42])([F:41])[F:40])[C:9]1=[O:22])([CH3:2])([CH3:4])[CH3:3], predict the reactants needed to synthesize it. The reactants are: [C:1]([O:5][C:6](=[O:23])[NH:7][CH:8]1[CH2:13][C@@H:12]([C:14]2[CH:19]=[CH:18][CH:17]=[CH:16][C:15]=2[CH3:20])[C@@H:11]([CH3:21])[NH:10][C:9]1=[O:22])([CH3:4])([CH3:3])[CH3:2].CN1C(=O)N(C)CCC1.C(O[Li])(C)(C)C.[C:39]([CH2:43]OS(C(F)(F)F)(=O)=O)([F:42])([F:41])[F:40]. (3) Given the product [Cl:1][C:2]1[CH:10]=[CH:9][C:5]([C:6]([O:8][CH3:12])=[O:7])=[CH:4][C:3]=1[NH2:11], predict the reactants needed to synthesize it. The reactants are: [Cl:1][C:2]1[CH:10]=[CH:9][C:5]([C:6]([OH:8])=[O:7])=[CH:4][C:3]=1[NH2:11].[C:12](Cl)(=O)C. (4) Given the product [F:29][C:26]1[CH:27]=[CH:28][C:23]([C@@H:21]([OH:22])[CH2:20][CH2:19][C@H:18]2[C:17](=[O:30])[N:16]([C:31]3[CH:32]=[CH:33][CH:34]=[CH:35][CH:36]=3)[C@@H:15]2[C:14]2[CH:13]=[CH:12][C:11]([C:37]3[CH:42]=[CH:41][C:40]([C@@H:43]4[O:51][C@H:50]([CH2:52][OH:53])[C@@H:48]([OH:49])[C@H:46]([OH:47])[C@H:44]4[OH:45])=[CH:39][CH:38]=3)=[CH:10][C:9]=2[OH:8])=[CH:24][CH:25]=1, predict the reactants needed to synthesize it. The reactants are: C([O:8][C:9]1[CH:10]=[C:11]([C:37]2[CH:42]=[CH:41][C:40]([C@@H:43]3[O:51][C@H:50]([CH2:52][OH:53])[C@@H:48]([OH:49])[C@H:46]([OH:47])[C@H:44]3[OH:45])=[CH:39][CH:38]=2)[CH:12]=[CH:13][C:14]=1[C@@H:15]1[C@@H:18]([CH2:19][CH2:20][C@@H:21]([C:23]2[CH:28]=[CH:27][C:26]([F:29])=[CH:25][CH:24]=2)[OH:22])[C:17](=[O:30])[N:16]1[C:31]1[CH:36]=[CH:35][CH:34]=[CH:33][CH:32]=1)C1C=CC=CC=1. (5) Given the product [Cl:1][C:2]1[C:11]2[C:6](=[CH:7][CH:8]=[CH:9][CH:10]=2)[N:5]=[CH:4][C:3]=1[C:12](=[O:13])[CH3:18], predict the reactants needed to synthesize it. The reactants are: [Cl:1][C:2]1[C:11]2[C:6](=[CH:7][CH:8]=[CH:9][CH:10]=2)[N:5]=[CH:4][C:3]=1[C:12](N(OC)C)=[O:13].[CH3:18][Mg]Br. (6) The reactants are: [OH:1][C@@H:2]1[C@@H:10]([CH2:11][OH:12])[O:9][C@H:8]2[C@H:4]([N:5]=[C:6]([N:13]([CH2:21][CH2:22][F:23])[C:14](=[O:20])[O:15][C:16]([CH3:19])([CH3:18])[CH3:17])[S:7]2)[C@H:3]1[OH:24].[C:25]([Si:29](Cl)([CH3:31])[CH3:30])([CH3:28])([CH3:27])[CH3:26].C(N(CC)CC)C. Given the product [Si:29]([O:12][CH2:11][C@H:10]1[O:9][C@H:8]2[C@H:4]([N:5]=[C:6]([N:13]([CH2:21][CH2:22][F:23])[C:14](=[O:20])[O:15][C:16]([CH3:19])([CH3:17])[CH3:18])[S:7]2)[C@@H:3]([OH:24])[C@@H:2]1[OH:1])([C:25]([CH3:28])([CH3:27])[CH3:26])([CH3:31])[CH3:30], predict the reactants needed to synthesize it. (7) The reactants are: [CH2:1]([O:3][C:4](=[O:21])[C:5]#[C:6][C:7]1([OH:20])[CH2:12][CH2:11][N:10]([C:13]([O:15][C:16]([CH3:19])([CH3:18])[CH3:17])=[O:14])[CH2:9][CH2:8]1)[CH3:2]. Given the product [CH2:1]([O:3][C:4](=[O:21])[CH2:5][CH2:6][C:7]1([OH:20])[CH2:8][CH2:9][N:10]([C:13]([O:15][C:16]([CH3:18])([CH3:17])[CH3:19])=[O:14])[CH2:11][CH2:12]1)[CH3:2], predict the reactants needed to synthesize it. (8) Given the product [OH:7][N:6]1[CH2:8][C@H:16]2[C@H:11]([CH2:12][CH2:13][CH2:14][CH2:15]2)[CH2:10]1, predict the reactants needed to synthesize it. The reactants are: S(O)(O)(=O)=O.[NH2:6][OH:7].[C:8]1(=O)[C@@H:16]2[C@@H:11]([CH2:12][CH2:13][CH2:14][CH2:15]2)[C:10](=O)O1.[OH-].[Na+].